From a dataset of Full USPTO retrosynthesis dataset with 1.9M reactions from patents (1976-2016). Predict the reactants needed to synthesize the given product. (1) Given the product [F:1][C:2]1[CH:3]=[CH:4][C:5]([C:6](/[N:8]=[C:9]2\[NH:10][C:11]3[CH:29]=[CH:28][C:27]([O:30][C:34]4[CH:39]=[CH:38][CH:37]=[CH:36][N:35]=4)=[CH:26][C:12]=3[N:13]\2[C@H:14]2[CH2:19][CH2:18][C@@H:17]([C:20](=[O:25])[NH:21][CH:22]([CH3:24])[CH3:23])[CH2:16][CH2:15]2)=[O:7])=[CH:31][CH:32]=1, predict the reactants needed to synthesize it. The reactants are: [F:1][C:2]1[CH:32]=[CH:31][C:5]([C:6]([NH:8][C:9]2[N:13]([C@H:14]3[CH2:19][CH2:18][C@@H:17]([C:20](=[O:25])[NH:21][CH:22]([CH3:24])[CH3:23])[CH2:16][CH2:15]3)[C:12]3[CH:26]=[C:27]([OH:30])[CH:28]=[CH:29][C:11]=3[N:10]=2)=[O:7])=[CH:4][CH:3]=1.Cl[C:34]1[CH:39]=[CH:38][CH:37]=[CH:36][N:35]=1.C(=O)([O-])[O-].[Cs+].[Cs+].CN1C(=O)CCC1. (2) Given the product [CH3:17][O:16][C:7]1[CH:6]=[CH:5][C:4]2[N:3]=[C:2]([N:18]3[CH2:23][CH2:22][CH2:21][CH2:20][CH2:19]3)[CH:11]=[N:10][C:9]=2[C:8]=1[C:12]([O:14][CH3:15])=[O:13], predict the reactants needed to synthesize it. The reactants are: Cl[C:2]1[CH:11]=[N:10][C:9]2[C:8]([C:12]([O:14][CH3:15])=[O:13])=[C:7]([O:16][CH3:17])[CH:6]=[CH:5][C:4]=2[N:3]=1.[NH:18]1[CH2:23][CH2:22][CH2:21][CH2:20][CH2:19]1.C(=O)(O)[O-].[Na+]. (3) Given the product [OH:13][N:12]=[CH:1][C:3]1[CH:10]=[CH:9][C:6]([C:7]#[N:8])=[CH:5][CH:4]=1, predict the reactants needed to synthesize it. The reactants are: [CH:1]([C:3]1[CH:10]=[CH:9][C:6]([C:7]#[N:8])=[CH:5][CH:4]=1)=O.Cl.[NH2:12][OH:13].C([O-])(=O)C.[Na+]. (4) Given the product [OH:13][CH2:14][CH2:15][CH2:16][CH2:17][CH2:18][CH2:19][CH2:20][CH2:21][CH2:22][CH2:23][N:24]1[C:28](=[O:29])[CH:27]2[CH:26]([C:8]3([CH2:7][O:6][C:1](=[O:5])[C:2]([CH3:4])=[CH2:3])[O:12][CH:11]2[CH:10]=[CH:9]3)[C:25]1=[O:30], predict the reactants needed to synthesize it. The reactants are: [C:1]([O:6][CH2:7][C:8]1[O:12][CH:11]=[CH:10][CH:9]=1)(=[O:5])[C:2]([CH3:4])=[CH2:3].[OH:13][CH2:14][CH2:15][CH2:16][CH2:17][CH2:18][CH2:19][CH2:20][CH2:21][CH2:22][CH2:23][N:24]1[C:28](=[O:29])[CH:27]=[CH:26][C:25]1=[O:30]. (5) Given the product [Br:1][C:2]1[CH:10]=[C:9]([C:11]([NH:26][C:27]([CH3:29])([CH3:28])[CH2:33][OH:36])=[O:13])[CH:8]=[CH:7][C:3]=1[C:4]([NH:18][C:19]([CH3:23])([CH3:22])[CH2:20][OH:21])=[O:6], predict the reactants needed to synthesize it. The reactants are: [Br:1][C:2]1[CH:10]=[C:9]([C:11]([OH:13])=O)[CH:8]=[CH:7][C:3]=1[C:4]([OH:6])=O.O=S(Cl)Cl.[NH2:18][C:19]([CH3:23])([CH3:22])[CH2:20][OH:21].CC[N:26](C(C)C)[CH:27]([CH3:29])[CH3:28].[C:33]([O-:36])(O)=O.[Na+]. (6) Given the product [CH3:15][O:16][C:17]1[CH:18]=[C:19]([CH2:25][C:26]([N:12]2[CH2:13][CH2:14][C:10]([C:7]3[CH:6]=[CH:5][C:4]([N+:1]([O-:3])=[O:2])=[CH:9][CH:8]=3)=[N:11]2)=[O:27])[CH:20]=[CH:21][C:22]=1[O:23][CH3:24], predict the reactants needed to synthesize it. The reactants are: [N+:1]([C:4]1[CH:9]=[CH:8][C:7]([C:10]2[CH2:14][CH2:13][NH:12][N:11]=2)=[CH:6][CH:5]=1)([O-:3])=[O:2].[CH3:15][O:16][C:17]1[CH:18]=[C:19]([CH2:25][C:26](Cl)=[O:27])[CH:20]=[CH:21][C:22]=1[O:23][CH3:24]. (7) Given the product [Br:9][C:10]1[CH:23]=[CH:22][C:13]([C:14]([C:16]2[CH:21]=[CH:20][CH:19]=[CH:18][CH:17]=2)=[CH2:1])=[CH:12][CH:11]=1, predict the reactants needed to synthesize it. The reactants are: [CH3:1]C(C)([O-])C.[K+].C[PH3+].[Br:9][C:10]1[CH:23]=[CH:22][C:13]([C:14]([C:16]2[CH:21]=[CH:20][CH:19]=[CH:18][CH:17]=2)=O)=[CH:12][CH:11]=1. (8) Given the product [CH3:1][O:2][C:3](=[O:36])[CH2:4][CH2:5][CH2:6][CH2:7][CH2:8][CH:9]1[O:32][CH2:33][CH2:34][CH2:21][CH2:20][CH:19]([C:23]2[CH:28]=[CH:27][C:26]([O:29][CH3:30])=[CH:25][CH:24]=2)[O:18][C:13]2[CH:14]=[CH:15][CH:16]=[CH:17][C:12]=2[NH:11][C:10]1=[O:31], predict the reactants needed to synthesize it. The reactants are: [CH3:1][O:2][C:3](=[O:36])[CH2:4][CH2:5][CH2:6][CH2:7][CH2:8][CH:9]([O:32][CH2:33][CH:34]=C)[C:10](=[O:31])[NH:11][C:12]1[CH:17]=[CH:16][CH:15]=[CH:14][C:13]=1[O:18][CH:19]([C:23]1[CH:28]=[CH:27][C:26]([O:29][CH3:30])=[CH:25][CH:24]=1)[CH2:20][CH:21]=C.N1C=CC=CC=1. (9) Given the product [Cl:1][C:2]1[CH:3]=[C:4]2[C:8](=[CH:9][CH:10]=1)[N:7]([C:11]1[N:15]([CH3:16])[N:14]=[C:13]([CH3:17])[C:12]=1[CH2:18][CH2:19][N:20]1[S:24](=[O:26])(=[O:25])[NH:23][C:22](=[O:36])[C@H:21]1[CH:37]([CH3:39])[CH3:38])[CH:6]=[CH:5]2, predict the reactants needed to synthesize it. The reactants are: [Cl:1][C:2]1[CH:3]=[C:4]2[C:8](=[CH:9][CH:10]=1)[N:7]([C:11]1[N:15]([CH3:16])[N:14]=[C:13]([CH3:17])[C:12]=1[CH2:18][CH2:19][N:20]1[S:24](=[O:26])(=[O:25])[N:23](CC3C=CC(OC)=CC=3)[C:22](=[O:36])[C@H:21]1[CH:37]([CH3:39])[CH3:38])[CH:6]=[CH:5]2. (10) Given the product [C:1]12([C:11]3[CH:12]=[C:13]([B:19]4[O:66][CH2:65][C:62]([CH3:67])([CH3:61])[CH2:63][O:64]4)[CH:14]=[CH:15][C:16]=3[O:17][CH3:18])[CH2:2][CH:3]3[CH2:9][CH:7]([CH2:6][CH:5]([CH2:4]3)[CH2:10]1)[CH2:8]2, predict the reactants needed to synthesize it. The reactants are: [C:1]12([C:11]3[CH:12]=[C:13]([B:19]4O[B:19]([C:13]5[CH:14]=[CH:15][C:16]([O:17][CH3:18])=[C:11]([C:1]67[CH2:2][CH:3]8[CH2:9][CH:7]([CH2:6][CH:5]([CH2:4]8)[CH2:10]6)[CH2:8]7)[CH:12]=5)O[B:19]([C:13]5[CH:14]=[CH:15][C:16]([O:17][CH3:18])=[C:11]([C:1]67[CH2:2][CH:3]8[CH2:9][CH:7]([CH2:6][CH:5]([CH2:4]8)[CH2:10]6)[CH2:8]7)[CH:12]=5)O4)[CH:14]=[CH:15][C:16]=3[O:17][CH3:18])[CH2:10][CH:5]3[CH2:6][CH:7]([CH2:9][CH:3]([CH2:4]3)[CH2:2]1)[CH2:8]2.[CH3:61][C:62]([CH3:67])([CH2:65][OH:66])[CH2:63][OH:64].